From a dataset of NCI-60 drug combinations with 297,098 pairs across 59 cell lines. Regression. Given two drug SMILES strings and cell line genomic features, predict the synergy score measuring deviation from expected non-interaction effect. (1) Drug 1: C1CCC(C1)C(CC#N)N2C=C(C=N2)C3=C4C=CNC4=NC=N3. Drug 2: C1CCC(CC1)NC(=O)N(CCCl)N=O. Cell line: NCIH23. Synergy scores: CSS=16.9, Synergy_ZIP=-6.78, Synergy_Bliss=-0.435, Synergy_Loewe=-2.75, Synergy_HSA=0.738. (2) Drug 1: COC1=CC(=CC(=C1O)OC)C2C3C(COC3=O)C(C4=CC5=C(C=C24)OCO5)OC6C(C(C7C(O6)COC(O7)C8=CC=CS8)O)O. Drug 2: CN(C(=O)NC(C=O)C(C(C(CO)O)O)O)N=O. Cell line: HL-60(TB). Synergy scores: CSS=34.2, Synergy_ZIP=-1.48, Synergy_Bliss=-4.00, Synergy_Loewe=-42.0, Synergy_HSA=-1.54. (3) Drug 1: CNC(=O)C1=CC=CC=C1SC2=CC3=C(C=C2)C(=NN3)C=CC4=CC=CC=N4. Drug 2: CC1=C2C(C(=O)C3(C(CC4C(C3C(C(C2(C)C)(CC1OC(=O)C(C(C5=CC=CC=C5)NC(=O)OC(C)(C)C)O)O)OC(=O)C6=CC=CC=C6)(CO4)OC(=O)C)O)C)O. Cell line: EKVX. Synergy scores: CSS=41.9, Synergy_ZIP=-0.759, Synergy_Bliss=5.64, Synergy_Loewe=-16.1, Synergy_HSA=7.08. (4) Drug 1: CC12CCC(CC1=CCC3C2CCC4(C3CC=C4C5=CN=CC=C5)C)O. Drug 2: CC(C1=C(C=CC(=C1Cl)F)Cl)OC2=C(N=CC(=C2)C3=CN(N=C3)C4CCNCC4)N. Cell line: U251. Synergy scores: CSS=23.0, Synergy_ZIP=1.50, Synergy_Bliss=7.47, Synergy_Loewe=7.76, Synergy_HSA=7.54. (5) Drug 1: N.N.Cl[Pt+2]Cl. Drug 2: CC1C(C(CC(O1)OC2CC(CC3=C2C(=C4C(=C3O)C(=O)C5=C(C4=O)C(=CC=C5)OC)O)(C(=O)CO)O)N)O.Cl. Cell line: 786-0. Synergy scores: CSS=38.5, Synergy_ZIP=1.25, Synergy_Bliss=-0.551, Synergy_Loewe=-33.2, Synergy_HSA=-2.28. (6) Drug 1: CS(=O)(=O)CCNCC1=CC=C(O1)C2=CC3=C(C=C2)N=CN=C3NC4=CC(=C(C=C4)OCC5=CC(=CC=C5)F)Cl. Drug 2: C(CCl)NC(=O)N(CCCl)N=O. Cell line: HT29. Synergy scores: CSS=0.893, Synergy_ZIP=-1.05, Synergy_Bliss=1.92, Synergy_Loewe=-3.37, Synergy_HSA=0.105. (7) Drug 1: CN1CCC(CC1)COC2=C(C=C3C(=C2)N=CN=C3NC4=C(C=C(C=C4)Br)F)OC. Drug 2: C1C(C(OC1N2C=C(C(=O)NC2=O)F)CO)O. Cell line: OVCAR3. Synergy scores: CSS=37.0, Synergy_ZIP=1.89, Synergy_Bliss=4.19, Synergy_Loewe=-1.74, Synergy_HSA=5.81.